This data is from Forward reaction prediction with 1.9M reactions from USPTO patents (1976-2016). The task is: Predict the product of the given reaction. (1) Given the reactants [CH2:1]([N:8]1[CH2:12][CH2:11][N:10]([C:13]2[S:14][C:15]([C:19]([OH:21])=O)=[C:16]([CH3:18])[N:17]=2)[C:9]1=[O:22])[C:2]1[CH:7]=[CH:6][CH:5]=CC=1.C1(CCN2CCN(C3SC(C(O)=O)=C(C)N=3)C2=O)CC1.[F:43][C:44]1[CH:51]=[CH:50][C:47]([CH2:48][NH2:49])=[CH:46][CH:45]=1, predict the reaction product. The product is: [CH:7]1([CH2:2][CH2:1][N:8]2[CH2:12][CH2:11][N:10]([C:13]3[S:14][C:15]([C:19]([NH:49][CH2:48][C:47]4[CH:50]=[CH:51][C:44]([F:43])=[CH:45][CH:46]=4)=[O:21])=[C:16]([CH3:18])[N:17]=3)[C:9]2=[O:22])[CH2:6][CH2:5]1. (2) Given the reactants C[N+]1([O-:8])CCCCC1.Br[CH2:10][C:11]1[N:21]=[C:20]([Cl:22])[CH:19]=[C:18]([Cl:23])[C:12]=1[C:13]([O:15][CH2:16][CH3:17])=[O:14], predict the reaction product. The product is: [Cl:23][C:18]1[C:12]([C:13]([O:15][CH2:16][CH3:17])=[O:14])=[C:11]([CH:10]=[O:8])[N:21]=[C:20]([Cl:22])[CH:19]=1. (3) Given the reactants [CH3:1][C:2]1[C:6]2[C:7](=[O:19])[N:8]([CH2:12][CH2:13][N:14]3[CH2:18][CH2:17][CH2:16][CH2:15]3)[CH2:9][CH2:10][CH2:11][C:5]=2[NH:4][C:3]=1[CH:20]=O.[F:22][C:23]1[CH:24]=[C:25]2[C:29](=[CH:30][C:31]=1[NH:32][C:33](=[O:37])[CH2:34][O:35][CH3:36])[NH:28][C:27](=[O:38])[CH2:26]2, predict the reaction product. The product is: [F:22][C:23]1[CH:24]=[C:25]2[C:29](=[CH:30][C:31]=1[NH:32][C:33](=[O:37])[CH2:34][O:35][CH3:36])[NH:28][C:27](=[O:38])/[C:26]/2=[CH:20]\[C:3]1[NH:4][C:5]2[CH2:11][CH2:10][CH2:9][N:8]([CH2:12][CH2:13][N:14]3[CH2:15][CH2:16][CH2:17][CH2:18]3)[C:7](=[O:19])[C:6]=2[C:2]=1[CH3:1]. (4) Given the reactants C[O:2][C:3](=[O:40])[C:4]1[CH:9]=[CH:8][C:7]([S:10](=[O:39])(=[O:38])[NH:11][C:12]2[C:13]([O:36][CH3:37])=[N:14][C:15]([O:18][CH2:19][C:20]3[C:21]([C:28]4[C:33]([Cl:34])=[CH:32][CH:31]=[CH:30][C:29]=4[Cl:35])=[N:22][O:23][C:24]=3[CH:25]([CH3:27])[CH3:26])=[CH:16][CH:17]=2)=[CH:6][CH:5]=1.[OH-].[Na+].C(O)(=O)C, predict the reaction product. The product is: [Cl:34][C:33]1[CH:32]=[CH:31][CH:30]=[C:29]([Cl:35])[C:28]=1[C:21]1[C:20]([CH2:19][O:18][C:15]2[N:14]=[C:13]([O:36][CH3:37])[C:12]([NH:11][S:10]([C:7]3[CH:6]=[CH:5][C:4]([C:3]([OH:40])=[O:2])=[CH:9][CH:8]=3)(=[O:38])=[O:39])=[CH:17][CH:16]=2)=[C:24]([CH:25]([CH3:27])[CH3:26])[O:23][N:22]=1. (5) Given the reactants [C:1]12([C:11]3[CH:21]=[CH:20][C:14]([O:15][CH2:16][C:17](O)=[O:18])=[CH:13][CH:12]=3)[CH2:10][CH:5]3[CH2:6][CH:7]([CH2:9][CH:3]([CH2:4]3)[CH2:2]1)[CH2:8]2.[NH2:22][C:23]1[N:31]=[CH:30][CH:29]=[CH:28][C:24]=1C(N)=O.C1CN([P+](ON2N=[N:56][C:51]3C=CC=CC2=3)(N2CCCC2)N2CCCC2)CC1.F[P-](F)(F)(F)(F)F.C[OH:66], predict the reaction product. The product is: [C:1]12([C:11]3[CH:12]=[CH:13][C:14]([O:15][CH2:16][C:17]([NH:22][C:23]4[CH:24]=[C:28]([CH:29]=[CH:30][N:31]=4)[C:51]([NH2:56])=[O:66])=[O:18])=[CH:20][CH:21]=3)[CH2:2][CH:3]3[CH2:4][CH:5]([CH2:6][CH:7]([CH2:9]3)[CH2:8]1)[CH2:10]2. (6) Given the reactants [Br:1][C:2]1[CH:25]=[N:24][C:5]2=[N:6][C:7]([N:11]3[CH2:14][CH:13]([N:15]([CH3:23])[C:16](=[O:22])[O:17][C:18]([CH3:21])([CH3:20])[CH3:19])[CH2:12]3)=[C:8](Cl)[N:9]=[C:4]2[CH:3]=1.[CH2:26]([O:28][CH:29]([O:32][CH2:33][CH3:34])[CH2:30][NH2:31])[CH3:27], predict the reaction product. The product is: [Br:1][C:2]1[CH:25]=[N:24][C:5]2=[N:6][C:7]([N:11]3[CH2:14][CH:13]([N:15]([CH3:23])[C:16](=[O:22])[O:17][C:18]([CH3:21])([CH3:20])[CH3:19])[CH2:12]3)=[C:8]([NH:31][CH2:30][CH:29]([O:32][CH2:33][CH3:34])[O:28][CH2:26][CH3:27])[N:9]=[C:4]2[CH:3]=1. (7) Given the reactants C[O:2][C:3]([C:5]1([CH3:11])[CH2:10][CH2:9][O:8][CH2:7][CH2:6]1)=O.CC(C[AlH]CC(C)C)C.[NH4+].[Cl-].C(C(C(C([O-])=O)O)O)([O-])=O.[K+].[Na+], predict the reaction product. The product is: [CH3:11][C:5]1([CH2:3][OH:2])[CH2:10][CH2:9][O:8][CH2:7][CH2:6]1. (8) Given the reactants [C:1]([CH2:3][C:4]([NH:6][C:7]([NH:9][C:10]1[CH:15]=[CH:14][CH:13]=[CH:12][CH:11]=1)=[O:8])=[O:5])#[N:2], predict the reaction product. The product is: [NH2:2][C:1]1[N:9]([C:10]2[CH:15]=[CH:14][CH:13]=[CH:12][CH:11]=2)[C:7](=[O:8])[NH:6][C:4](=[O:5])[CH:3]=1. (9) Given the reactants [CH2:1]([C:3]1[CH:8]=[C:7]([C:9]([O:11][CH3:12])=[O:10])[CH:6]=[CH:5][N+:4]=1[O-])[CH3:2].[CH3:14][N:15](C)C(Cl)=O.C(N(CC)CC)C.C[Si](C#N)(C)C, predict the reaction product. The product is: [C:14]([C:5]1[CH:6]=[C:7]([CH:8]=[C:3]([CH2:1][CH3:2])[N:4]=1)[C:9]([O:11][CH3:12])=[O:10])#[N:15].